This data is from Reaction yield outcomes from USPTO patents with 853,638 reactions. The task is: Predict the reaction yield, written as a fraction of the theoretical maximum amount of product (1.0 means a 100% yield; for example, 0.34 means a 34% yield). (1) The reactants are C[O:2][C:3]1[C:8]([C:9](=[O:11])[CH3:10])=[CH:7][CH:6]=[CH:5][N:4]=1.[Br:12]Br.C(OC)(C)(C)C. The catalyst is Br.CC(O)=O. The product is [Br:12][CH2:10][C:9]([C:8]1[C:3](=[O:2])[NH:4][CH:5]=[CH:6][CH:7]=1)=[O:11]. The yield is 0.700. (2) The reactants are Cl.[Sn](Cl)Cl.[CH3:5][C:6]1[CH:11]=[CH:10][C:9]([N:12]2[CH2:17][CH2:16][CH2:15][CH2:14][CH2:13]2)=[C:8]([N+:18]([O-])=O)[CH:7]=1.C(=O)(O)[O-].[Na+]. The catalyst is CO. The product is [CH3:5][C:6]1[CH:11]=[CH:10][C:9]([N:12]2[CH2:17][CH2:16][CH2:15][CH2:14][CH2:13]2)=[C:8]([CH:7]=1)[NH2:18]. The yield is 0.950. (3) The reactants are [CH3:1][O:2][C:3]1[CH:4]=[CH:5][CH:6]=[C:7]2[C:11]=1[CH:10]([N:12]1[C:17]3[N:18]=[C:19](S(C)=O)[N:20]=[CH:21][C:16]=3[CH:15]=[CH:14][C:13]1=[O:25])[CH2:9][CH2:8]2.[CH3:26][N:27]1[CH2:32][CH2:31][N:30]([C:33]2[CH:39]=[CH:38][C:36]([NH2:37])=[CH:35][CH:34]=2)[CH2:29][CH2:28]1. The product is [CH3:1][O:2][C:3]1[CH:4]=[CH:5][CH:6]=[C:7]2[C:11]=1[CH:10]([N:12]1[C:17]3[N:18]=[C:19]([NH:37][C:36]4[CH:35]=[CH:34][C:33]([N:30]5[CH2:29][CH2:28][N:27]([CH3:26])[CH2:32][CH2:31]5)=[CH:39][CH:38]=4)[N:20]=[CH:21][C:16]=3[CH:15]=[CH:14][C:13]1=[O:25])[CH2:9][CH2:8]2. The yield is 0.0860. The catalyst is ClCCl. (4) The yield is 0.150. The reactants are Cl.[N:2]1[CH:7]=[CH:6][C:5]([CH2:8][C:9]([OH:11])=O)=[CH:4][CH:3]=1.C(N(CC)CC)C.C(N1C=CN=C1)(N1C=CN=C1)=O.[CH3:31][C:32]1(C)[O:37]C(=O)[CH2:35][C:34](=O)[O:33]1.N1C=CC=CC=1. The product is [CH2:34]([O:33][C:32](=[O:37])[CH2:31][C:9](=[O:11])[CH2:8][C:5]1[CH:4]=[CH:3][N:2]=[CH:7][CH:6]=1)[CH3:35]. The catalyst is C(Cl)Cl.